From a dataset of Catalyst prediction with 721,799 reactions and 888 catalyst types from USPTO. Predict which catalyst facilitates the given reaction. (1) Reactant: [H-].[Na+].[Cl:3][C:4]1[C:9]([I:10])=[CH:8][N:7]=[C:6]2[NH:11][CH:12]=[CH:13][C:5]=12.[C:14]1([S:20](Cl)(=[O:22])=[O:21])[CH:19]=[CH:18][CH:17]=[CH:16][CH:15]=1.O. Product: [Cl:3][C:4]1[C:9]([I:10])=[CH:8][N:7]=[C:6]2[N:11]([S:20]([C:14]3[CH:19]=[CH:18][CH:17]=[CH:16][CH:15]=3)(=[O:22])=[O:21])[CH:12]=[CH:13][C:5]=12. The catalyst class is: 9. (2) Reactant: C1(P(C2C=CC=CC=2)C2C=CC=CC=2)C=CC=CC=1.O[C@H:21]1[CH2:40][N:24]2[C:25](=[O:39])[N:26]([C:28]3[CH:33]=[CH:32][C:31]([O:34][C:35]([F:38])([F:37])[F:36])=[CH:30][CH:29]=3)[CH2:27][C@@H:23]2[CH2:22]1.C(Br)(Br)(Br)[Br:42]. Product: [Br:42][C@@H:21]1[CH2:40][N:24]2[C:25](=[O:39])[N:26]([C:28]3[CH:33]=[CH:32][C:31]([O:34][C:35]([F:38])([F:37])[F:36])=[CH:30][CH:29]=3)[CH2:27][C@@H:23]2[CH2:22]1. The catalyst class is: 1. (3) Reactant: [F:1][C:2]1[CH:23]=[CH:22][CH:21]=[C:20]([F:24])[C:3]=1[CH2:4][O:5][C:6]1[C:7]2[N:8]([C:13]([C:17](O)=[O:18])=[C:14]([CH3:16])[N:15]=2)[CH:9]=[C:10]([CH3:12])[CH:11]=1.CN(C(ON1N=[N:40][C:35]2[CH:36]=[CH:37][CH:38]=[N:39][C:34]1=2)=[N+](C)C)C.F[P-](F)(F)(F)(F)F.C(N(CC)C(C)C)(C)C.Cl.Cl.CC1(N)CCC1N.O.C(O)(C(F)(F)F)=O. Product: [NH2:40][C:35]1([CH3:34])[CH2:36][CH2:37][CH:38]1[NH:39][C:17]([C:13]1[N:8]2[CH:9]=[C:10]([CH3:12])[CH:11]=[C:6]([O:5][CH2:4][C:3]3[C:20]([F:24])=[CH:21][CH:22]=[CH:23][C:2]=3[F:1])[C:7]2=[N:15][C:14]=1[CH3:16])=[O:18]. The catalyst class is: 3.